Task: Predict which catalyst facilitates the given reaction.. Dataset: Catalyst prediction with 721,799 reactions and 888 catalyst types from USPTO (1) Reactant: [S:1]1[C:5]([C:6]([OH:8])=O)=[CH:4][N:3]=[CH:2]1.CN(C(ON1N=NC2C=CC=NC1=2)=[N+](C)C)C.F[P-](F)(F)(F)(F)F.CCN(C(C)C)C(C)C.Cl.[CH2:43]([O:50][C:51](=[O:70])[NH:52][CH2:53][CH2:54][CH2:55][CH2:56][C@H:57]([NH2:69])[C:58]([C:60]1[S:61][C:62]2[CH:68]=[CH:67][CH:66]=[CH:65][C:63]=2[N:64]=1)=[O:59])[C:44]1[CH:49]=[CH:48][CH:47]=[CH:46][CH:45]=1. Product: [CH2:43]([O:50][C:51](=[O:70])[NH:52][CH2:53][CH2:54][CH2:55][CH2:56][C@H:57]([NH:69][C:6]([C:5]1[S:1][CH:2]=[N:3][CH:4]=1)=[O:8])[C:58]([C:60]1[S:61][C:62]2[CH:68]=[CH:67][CH:66]=[CH:65][C:63]=2[N:64]=1)=[O:59])[C:44]1[CH:49]=[CH:48][CH:47]=[CH:46][CH:45]=1. The catalyst class is: 1. (2) Reactant: C(O)(C(F)(F)F)=O.[F:8][C:9]1[N:10]=[CH:11][C:12]2[C:17]([CH:18]=1)=[CH:16][C:15]([C:19]1[S:23][C:22]([CH2:24][CH2:25][C@@H:26]([NH:38]C(=O)OC(C)(C)C)[CH2:27][C:28]3[CH:29]=[N:30][C:31]([C:34]([F:37])([F:36])[F:35])=[CH:32][CH:33]=3)=[N:21][N:20]=1)=[CH:14][CH:13]=2. Product: [NH3:10].[F:8][C:9]1[N:10]=[CH:11][C:12]2[C:17]([CH:18]=1)=[CH:16][C:15]([C:19]1[S:23][C:22]([CH2:24][CH2:25][C@@H:26]([NH2:38])[CH2:27][C:28]3[CH:29]=[N:30][C:31]([C:34]([F:35])([F:37])[F:36])=[CH:32][CH:33]=3)=[N:21][N:20]=1)=[CH:14][CH:13]=2. The catalyst class is: 2. (3) Reactant: C([O-])([O-])=O.[Na+].[Na+].C([O:9][C:10]([C:12]1[O:16][C:15]([CH2:17][O:18][C:19]2[CH:24]=[CH:23][CH:22]=[CH:21][CH:20]=2)=[N:14][C:13]=1[CH2:25][CH2:26][NH:27][C@H:28]([CH3:33])[C:29]([CH3:32])([CH3:31])[CH3:30])=[O:11])C.CC(C)=O.O. Product: [O:18]([CH2:17][C:15]1[O:16][C:12]([C:10]([OH:11])=[O:9])=[C:13]([CH2:25][CH2:26][NH:27][C@H:28]([CH3:33])[C:29]([CH3:30])([CH3:31])[CH3:32])[N:14]=1)[C:19]1[CH:24]=[CH:23][CH:22]=[CH:21][CH:20]=1. The catalyst class is: 12. (4) Reactant: C[Si]([N-][Si](C)(C)C)(C)C.[Li+].C[O:12][C:13]([C:15]1[C:23]2[C:18](=[N:19][CH:20]=[C:21]([Cl:24])[CH:22]=2)[N:17]([S:25]([C:28]2[CH:33]=[CH:32][CH:31]=[CH:30][CH:29]=2)(=[O:27])=[O:26])[C:16]=1[CH2:34][N:35]([CH2:46][C:47]#[N:48])S(C1C=CC(C)=CC=1)(=O)=O)=O. Product: [C:28]1([S:25]([N:17]2[C:16]3[CH:34]=[N:35][C:46]([C:47]#[N:48])=[C:13]([OH:12])[C:15]=3[C:23]3[CH:22]=[C:21]([Cl:24])[CH:20]=[N:19][C:18]2=3)(=[O:27])=[O:26])[CH:29]=[CH:30][CH:31]=[CH:32][CH:33]=1. The catalyst class is: 1. (5) Reactant: [NH2:1][C:2]1[CH:7]=[CH:6][C:5]([S:8]([C:11]2[CH:12]=[C:13]3[C:17](=[CH:18][CH:19]=2)[N:16]([CH3:20])[C:15]2[CH2:21][CH:22]4[NH:26][CH:25]([C:14]3=2)[CH2:24][CH2:23]4)(=[O:10])=[O:9])=[CH:4][CH:3]=1.[ClH:27]. Product: [ClH:27].[NH2:1][C:2]1[CH:3]=[CH:4][C:5]([S:8]([C:11]2[CH:12]=[C:13]3[C:17](=[CH:18][CH:19]=2)[N:16]([CH3:20])[C:15]2[CH2:21][CH:22]4[NH:26][CH:25]([C:14]3=2)[CH2:24][CH2:23]4)(=[O:10])=[O:9])=[CH:6][CH:7]=1. The catalyst class is: 5. (6) Reactant: Cl[C:2]1[C:3]2[C:10]([I:11])=[CH:9][N:8]([C@H:12]3[CH2:17][CH2:16][C@H:15]([N:18]4[CH2:23][CH2:22][N:21]([CH3:24])[CH2:20][CH2:19]4)[CH2:14][CH2:13]3)[C:4]=2[N:5]=[CH:6][N:7]=1.[OH-].[NH4+:26]. Product: [I:11][C:10]1[C:3]2[C:2]([NH2:26])=[N:7][CH:6]=[N:5][C:4]=2[N:8]([C@H:12]2[CH2:17][CH2:16][C@H:15]([N:18]3[CH2:23][CH2:22][N:21]([CH3:24])[CH2:20][CH2:19]3)[CH2:14][CH2:13]2)[CH:9]=1. The catalyst class is: 12.